Dataset: Catalyst prediction with 721,799 reactions and 888 catalyst types from USPTO. Task: Predict which catalyst facilitates the given reaction. Reactant: [O:1]=[C:2]1[C:8]2=[CH:9][C:10]3[CH:11]=[CH:12][C:13]([C:16]([NH:18][C:19]4[CH:24]=[CH:23][CH:22]=[C:21]([C:25]5[N:26]=[CH:27][N:28](C(C6C=CC=CC=6)(C6C=CC=CC=6)C6C=CC=CC=6)[CH:29]=5)[CH:20]=4)=[O:17])=[CH:14][C:15]=3[N:7]2[CH2:6][CH2:5][CH2:4][NH:3]1.CO.C(O)(C(F)(F)F)=O. Product: [NH:28]1[CH:29]=[C:25]([C:21]2[CH:20]=[C:19]([NH:18][C:16]([C:13]3[CH:12]=[CH:11][C:10]4[CH:9]=[C:8]5[C:2](=[O:1])[NH:3][CH2:4][CH2:5][CH2:6][N:7]5[C:15]=4[CH:14]=3)=[O:17])[CH:24]=[CH:23][CH:22]=2)[N:26]=[CH:27]1. The catalyst class is: 2.